This data is from Full USPTO retrosynthesis dataset with 1.9M reactions from patents (1976-2016). The task is: Predict the reactants needed to synthesize the given product. (1) Given the product [CH:9]1[C:17]2[C:16]3[CH:18]=[CH:19][CH:20]=[CH:21][C:15]=3[O:14][C:13]=2[C:12]([C:22]2[CH:23]=[C:24]([C:2]3[N:7]=[C:6]([C:42]4[CH:43]=[CH:21][CH:15]=[C:16]([C:17]5[C:13]6[O:34][C:31]7[CH:24]=[CH:25][CH:26]=[CH:27][C:22]=7[C:12]=6[CH:11]=[CH:10][CH:9]=5)[CH:41]=4)[CH:5]=[CH:4][N:3]=3)[CH:25]=[CH:26][CH:27]=2)=[CH:11][CH:10]=1, predict the reactants needed to synthesize it. The reactants are: Cl[C:2]1[N:7]=[C:6](Cl)[CH:5]=[CH:4][N:3]=1.[CH:9]1[C:17]2[C:16]3[CH:18]=[CH:19][CH:20]=[CH:21][C:15]=3[O:14][C:13]=2[C:12]([C:22]2[CH:23]=[C:24](B(O)O)[CH:25]=[CH:26][CH:27]=2)=[CH:11][CH:10]=1.[C:31](=[O:34])([O-])[O-].[Na+].[Na+].CN1[CH2:43][CH2:42][CH2:41]N(C)C1=O. (2) Given the product [Br:1][C:2]1[N:7]=[C:6]([C:8](=[O:9])[CH2:11][CH2:10][C:12](=[O:13])[CH3:14])[CH:5]=[CH:4][CH:3]=1, predict the reactants needed to synthesize it. The reactants are: [Br:1][C:2]1[N:7]=[C:6]([CH:8]=[O:9])[CH:5]=[CH:4][CH:3]=1.[CH:10]([C:12]([CH3:14])=[O:13])=[CH2:11]. (3) Given the product [Cl:1][C:2]1[CH:7]=[CH:6][CH:5]=[CH:4][C:3]=1[C@H:8]1[O:10][C@:9]1([CH2:18][N:19]1[C:23]([S:24][C:25]#[N:27])=[N:22][CH:21]=[N:20]1)[C:11]1[CH:16]=[CH:15][CH:14]=[C:13]([F:17])[CH:12]=1, predict the reactants needed to synthesize it. The reactants are: [Cl:1][C:2]1[CH:7]=[CH:6][CH:5]=[CH:4][C:3]=1[C@H:8]1[O:10][C@:9]1([CH2:18][N:19]1[C:23](=[S:24])[NH:22][CH:21]=[N:20]1)[C:11]1[CH:16]=[CH:15][CH:14]=[C:13]([F:17])[CH:12]=1.[CH2:25]([N:27](CC)CC)C.C(OCC)(=O)C. (4) Given the product [Br:5][C:6]1[CH:7]=[C:8]2[C:9]([C:27]([C:26]3[CH:30]=[C:22]([NH:21][C:20]([NH:19][CH2:15][CH2:16][CH2:17][CH3:18])=[O:32])[CH:23]=[CH:24][C:25]=3[F:31])=[O:28])=[CH:10][NH:11][C:12]2=[N:13][CH:14]=1, predict the reactants needed to synthesize it. The reactants are: [Cl-].[Cl-].[Cl-].[Al+3].[Br:5][C:6]1[CH:7]=[C:8]2[C:12](=[N:13][CH:14]=1)[NH:11][CH:10]=[CH:9]2.[CH2:15]([NH:19][C:20](=[O:32])[NH:21][C:22]1[CH:23]=[CH:24][C:25]([F:31])=[C:26]([CH:30]=1)[C:27](O)=[O:28])[CH2:16][CH2:17][CH3:18].S(Cl)(Cl)=O. (5) The reactants are: [Br:1][C:2]1[C:10]([F:11])=[CH:9][CH:8]=[C:7]2[C:3]=1[C:4]([NH2:12])=[N:5][NH:6]2.CC1(C)OC(=O)[CH:17]([C:21]([CH:23]2[CH2:28][CH2:27][N:26]([C:29]([O:31][C:32]([CH3:35])([CH3:34])[CH3:33])=[O:30])[CH2:25][CH2:24]2)=O)[C:16](=O)[O:15]1.P([O-])([O-])([O-])=O.[K+].[K+].[K+]. Given the product [Br:1][C:2]1[C:3]2[C:7]([CH:8]=[CH:9][C:10]=1[F:11])=[N:6][N:5]1[C:21]([CH:23]3[CH2:28][CH2:27][N:26]([C:29]([O:31][C:32]([CH3:35])([CH3:34])[CH3:33])=[O:30])[CH2:25][CH2:24]3)=[CH:17][C:16](=[O:15])[NH:12][C:4]=21, predict the reactants needed to synthesize it. (6) Given the product [C:11]([O:10][C:9]([NH:8][CH2:7][CH2:6][CH2:5][CH2:4][CH2:3]/[CH:2]=[C:26](\[F:27])/[C:24]([O:23][CH2:22][CH3:21])=[O:25])=[O:15])([CH3:14])([CH3:13])[CH3:12], predict the reactants needed to synthesize it. The reactants are: O=[CH:2][CH2:3][CH2:4][CH2:5][CH2:6][CH2:7][NH:8][C:9](=[O:15])[O:10][C:11]([CH3:14])([CH3:13])[CH3:12].[Li]CCCC.[CH3:21][CH2:22][O:23][C:24]([CH:26](P(OCC)(OCC)=O)[F:27])=[O:25].[Cl-].[NH4+]. (7) Given the product [CH3:1][N:2]([CH3:16])[CH2:3][CH2:4][O:5][C:6]1[CH:15]=[CH:14][CH:13]=[CH:12][C:7]=1[O:8][CH2:9][CH2:10][O:11][C:24]1[C:29]([N:30]2[CH2:35][CH2:34][NH:33][CH2:32][C@H:31]2[CH3:36])=[N:28][CH:27]=[CH:26][N:25]=1, predict the reactants needed to synthesize it. The reactants are: [CH3:1][N:2]([CH3:16])[CH2:3][CH2:4][O:5][C:6]1[CH:15]=[CH:14][CH:13]=[CH:12][C:7]=1[O:8][CH2:9][CH2:10][OH:11].CC(C)([O-])C.[K+].Cl[C:24]1[C:29]([N:30]2[CH2:35][CH2:34][NH:33][CH2:32][C@H:31]2[CH3:36])=[N:28][CH:27]=[CH:26][N:25]=1. (8) Given the product [C:38]([O:42][C:19](=[O:28])[NH:16][C:10]1[C:6]2[CH2:5][CH2:4][CH2:3][C:2](=[O:1])[C:7]=2[S:8][CH:9]=1)([CH3:41])([CH3:40])[CH3:39], predict the reactants needed to synthesize it. The reactants are: [O:1]=[C:2]1[C:7]2[S:8][CH:9]=[C:10](C(O)=O)[C:6]=2[CH2:5][CH2:4][CH2:3]1.C([N:16]([CH2:19]C)CC)C.C1(P(N=[N+]=[N-])(C2C=CC=CC=2)=[O:28])C=CC=CC=1.[C:38]([OH:42])([CH3:41])([CH3:40])[CH3:39]. (9) Given the product [CH3:14][O:11][C:5]1[CH:6]=[C:7]([F:10])[CH:8]=[CH:9][C:4]=1[N+:1]([O-:3])=[O:2], predict the reactants needed to synthesize it. The reactants are: [N+:1]([C:4]1[CH:9]=[CH:8][C:7]([F:10])=[CH:6][C:5]=1[OH:11])([O-:3])=[O:2].IC.[C:14]([O-])([O-])=O.[K+].[K+].